This data is from Full USPTO retrosynthesis dataset with 1.9M reactions from patents (1976-2016). The task is: Predict the reactants needed to synthesize the given product. (1) The reactants are: B.C1COCC1.[Br:7][C:8]1[CH:9]=[CH:10][C:11]2[C:12]3[C:22](=O)[NH:21][CH2:20][CH2:19][CH2:18][C:13]=3[N:14]([CH3:17])[C:15]=2[CH:16]=1.Cl.[OH-].[Na+].[CH3:27][C:28]([O:31][C:32](O[C:32]([O:31][C:28]([CH3:30])([CH3:29])[CH3:27])=[O:33])=[O:33])([CH3:30])[CH3:29]. Given the product [Br:7][C:8]1[CH:9]=[CH:10][C:11]2[C:12]3[CH2:22][N:21]([C:32]([O:31][C:28]([CH3:30])([CH3:29])[CH3:27])=[O:33])[CH2:20][CH2:19][CH2:18][C:13]=3[N:14]([CH3:17])[C:15]=2[CH:16]=1, predict the reactants needed to synthesize it. (2) Given the product [F:14][C:2]1([F:1])[O:6][C:5]2[C:7]([CH3:15])=[CH:8][CH:9]=[C:10]([B:11]([OH:13])[OH:12])[C:4]=2[O:3]1, predict the reactants needed to synthesize it. The reactants are: [F:1][C:2]1([F:14])[O:6][C:5]2[CH:7]=[CH:8][CH:9]=[C:10]([B:11]([OH:13])[OH:12])[C:4]=2[O:3]1.[CH2:15]1CCCCC1.CI. (3) Given the product [NH2:1][C:2]1[C:3]2[C:10]([C:11](=[O:12])[NH2:13])=[CH:9][N:8]([C@@H:14]3[O:15][C@H:16]([CH2:23][O:24][C:32](=[O:36])[CH:33]([CH3:35])[CH3:34])[C@@H:17]([O:22][C:43](=[O:45])[CH:30]([CH3:31])[CH3:46])[C@@:18]3([C:20]#[CH:21])[OH:19])[C:4]=2[N:5]=[CH:6][N:7]=1, predict the reactants needed to synthesize it. The reactants are: [NH2:1][C:2]1[C:3]2[C:10]([C:11]([NH2:13])=[O:12])=[CH:9][N:8]([C@H:14]3[C@:18]([C:20]#[CH:21])([OH:19])[C@H:17]([OH:22])[C@@H:16]([CH2:23][OH:24])[O:15]3)[C:4]=2[N:5]=[CH:6][N:7]=1.C(N([CH2:30][CH3:31])CC)C.[C:32](O[C:32](=[O:36])[CH:33]([CH3:35])[CH3:34])(=[O:36])[CH:33]([CH3:35])[CH3:34].[CH:43]([OH:45])=O.[CH3:46]N(C=O)C. (4) Given the product [Br:1][C:2]1[CH:10]=[C:9]2[C:5]([CH2:6][C:7]3([CH2:21][N:22]([C:24]([O:26][C:27]([CH3:30])([CH3:29])[CH3:28])=[O:25])[CH2:23]3)[C:8]2([NH:11][S:12]([CH2:15][CH2:16][Si:17]([CH3:18])([CH3:19])[CH3:20])(=[O:14])=[O:13])[CH:31]=[CH2:32])=[CH:4][CH:3]=1, predict the reactants needed to synthesize it. The reactants are: [Br:1][C:2]1[CH:10]=[C:9]2[C:5]([CH2:6][C:7]3([CH2:23][N:22]([C:24]([O:26][C:27]([CH3:30])([CH3:29])[CH3:28])=[O:25])[CH2:21]3)[C:8]2=[N:11][S:12]([CH2:15][CH2:16][Si:17]([CH3:20])([CH3:19])[CH3:18])(=[O:14])=[O:13])=[CH:4][CH:3]=1.[CH:31]([Mg]Br)=[CH2:32].